Dataset: Full USPTO retrosynthesis dataset with 1.9M reactions from patents (1976-2016). Task: Predict the reactants needed to synthesize the given product. Given the product [C:1]([C:3]1[CH:8]=[CH:7][C:6]([C:9]2[CH:10]=[N:11][N:12]([C:15]3[CH:23]=[CH:22][C:18]([C:19]([NH:31][CH2:30][CH2:29][CH2:28][CH2:27][O:26][CH3:25])=[O:20])=[CH:17][N:16]=3)[C:13]=2[OH:14])=[C:5]([CH3:24])[CH:4]=1)#[N:2], predict the reactants needed to synthesize it. The reactants are: [C:1]([C:3]1[CH:8]=[CH:7][C:6]([C:9]2[CH:10]=[N:11][N:12]([C:15]3[CH:23]=[CH:22][C:18]([C:19](O)=[O:20])=[CH:17][N:16]=3)[C:13]=2[OH:14])=[C:5]([CH3:24])[CH:4]=1)#[N:2].[CH3:25][O:26][CH2:27][CH2:28][CH2:29][CH2:30][NH2:31].Cl.CN(C)CCCN=C=NCC.C(N(CC)CC)C.C1C=CC2N(O)N=NC=2C=1.[Cl-].[NH4+].